From a dataset of Catalyst prediction with 721,799 reactions and 888 catalyst types from USPTO. Predict which catalyst facilitates the given reaction. (1) Reactant: [C:1]([CH:3]([NH:9][C:10](=O)[C:11]1[C:16]([F:17])=[CH:15][CH:14]=[CH:13][C:12]=1[F:18])[C:4]([O:6][CH2:7][CH3:8])=[O:5])#[N:2].COC1C=CC(P2(SP(C3C=CC(OC)=CC=3)(=S)S2)=[S:29])=CC=1. Product: [NH2:2][C:1]1[S:29][C:10]([C:11]2[C:16]([F:17])=[CH:15][CH:14]=[CH:13][C:12]=2[F:18])=[N:9][C:3]=1[C:4]([O:6][CH2:7][CH3:8])=[O:5]. The catalyst class is: 17. (2) Reactant: [NH2:1][C:2]1[CH:3]=[N:4][CH:5]=[CH:6][C:7]=1[CH3:8].C[Si](C)(C)[N-][Si](C)(C)C.[Na+].[C:19](O[C:19]([O:21][C:22]([CH3:25])([CH3:24])[CH3:23])=[O:20])([O:21][C:22]([CH3:25])([CH3:24])[CH3:23])=[O:20]. Product: [CH3:8][C:7]1[CH:6]=[CH:5][N:4]=[CH:3][C:2]=1[NH:1][C:19](=[O:20])[O:21][C:22]([CH3:25])([CH3:24])[CH3:23]. The catalyst class is: 1. (3) Reactant: CS(OCCCOC1C=CC=C(C2N(C3C=CC=C(Cl)C=3)N=C(C(N3CC(=O)NC3)=O)C=2)C=1)(=O)=O.CN.[CH:38]([OH:40])=[O:39].[Cl:41][C:42]1[CH:43]=[C:44]([N:48]2[C:52]([C:53]3[CH:58]=[CH:57][CH:56]=[C:55]([O:59][CH2:60][CH2:61][CH2:62][N:63](C)[CH3:64])[CH:54]=3)=[CH:51][C:50]([C:66]([N:68]3[CH2:72][C:71](=[O:73])[NH:70][CH2:69]3)=[O:67])=[N:49]2)[CH:45]=[CH:46][CH:47]=1. Product: [CH:38]([OH:40])=[O:39].[Cl:41][C:42]1[CH:43]=[C:44]([N:48]2[C:52]([C:53]3[CH:58]=[CH:57][CH:56]=[C:55]([O:59][CH2:60][CH2:61][CH2:62][NH:63][CH3:64])[CH:54]=3)=[CH:51][C:50]([C:66]([N:68]3[CH2:72][C:71](=[O:73])[NH:70][CH2:69]3)=[O:67])=[N:49]2)[CH:45]=[CH:46][CH:47]=1. The catalyst class is: 7. (4) Reactant: [O:1]1[CH2:6][CH2:5][CH2:4][O:3][O:2]1.[CH2:7]=[O:8]. Product: [O:1]1[CH2:6][CH2:5][CH2:4][O:3][O:2]1.[O:1]1[CH2:6][CH2:5][CH2:4][O:3][O:2]1.[OH2:8].[CH2:7]=[O:8]. The catalyst class is: 6. (5) Reactant: Cl.[CH2:2]([O:9][CH2:10][CH:11]([O:13][C:14]1[CH:15]=[C:16]([C@H:20]([OH:37])[CH2:21][N:22]([CH2:30][C:31]2[CH:36]=[CH:35][CH:34]=[CH:33][CH:32]=2)[CH2:23][C:24]2[CH:29]=[CH:28][CH:27]=[CH:26][CH:25]=2)[CH:17]=[CH:18][CH:19]=1)[CH3:12])[C:3]1[CH:8]=[CH:7][CH:6]=[CH:5][CH:4]=1.C([Li])CCC.C([O:46][B:47]1OC(C)(C)C(C)(C)O1)(C)C.C(=O)(O)[O-].[Na+]. Product: [CH2:2]([O:9][CH2:10][CH:11]([O:13][C:14]1[C:15]2[B:47]([OH:46])[O:37][C@H:20]([CH2:21][N:22]([CH2:30][C:31]3[CH:32]=[CH:33][CH:34]=[CH:35][CH:36]=3)[CH2:23][C:24]3[CH:29]=[CH:28][CH:27]=[CH:26][CH:25]=3)[C:16]=2[CH:17]=[CH:18][CH:19]=1)[CH3:12])[C:3]1[CH:8]=[CH:7][CH:6]=[CH:5][CH:4]=1. The catalyst class is: 359. (6) Reactant: [CH2:1]([C:8]1[CH:9]=[N:10][C:11]([N:14]2[C@H:19]3[CH2:20][CH2:21][C@@H:15]2[CH2:16][N:17]([C:22]2[C:31]4[C:26](=[CH:27][C:28]([O:33][CH3:34])=[C:29]([OH:32])[CH:30]=4)[N:25]=[CH:24][N:23]=2)[CH2:18]3)=[N:12][CH:13]=1)[C:2]1[CH:7]=[CH:6][CH:5]=[CH:4][CH:3]=1.CS(O[CH2:40][CH:41]1[O:46][CH2:45][CH2:44][N:43]([C:47]([O:49][C:50]([CH3:53])([CH3:52])[CH3:51])=[O:48])[CH2:42]1)(=O)=O.C(=O)([O-])[O-].[Cs+].[Cs+].O. Product: [CH2:1]([C:8]1[CH:9]=[N:10][C:11]([N:14]2[C@H:15]3[CH2:21][CH2:20][C@@H:19]2[CH2:18][N:17]([C:22]2[C:31]4[C:26](=[CH:27][C:28]([O:33][CH3:34])=[C:29]([O:32][CH2:40][CH:41]5[O:46][CH2:45][CH2:44][N:43]([C:47]([O:49][C:50]([CH3:51])([CH3:53])[CH3:52])=[O:48])[CH2:42]5)[CH:30]=4)[N:25]=[CH:24][N:23]=2)[CH2:16]3)=[N:12][CH:13]=1)[C:2]1[CH:3]=[CH:4][CH:5]=[CH:6][CH:7]=1. The catalyst class is: 9. (7) Reactant: [OH-].[K+].O.[NH2:4][C:5]1[CH:12]=[CH:11][C:10]([Br:13])=[CH:9][C:6]=1[CH:7]=O.[CH3:14][O:15][CH2:16][C:17]([C:19]1[CH:24]=[CH:23][CH:22]=[CH:21][CH:20]=1)=O. Product: [Br:13][C:10]1[CH:9]=[C:6]2[C:5](=[CH:12][CH:11]=1)[N:4]=[C:17]([C:19]1[CH:24]=[CH:23][CH:22]=[CH:21][CH:20]=1)[C:16]([O:15][CH3:14])=[CH:7]2. The catalyst class is: 14.